Dataset: NCI-60 drug combinations with 297,098 pairs across 59 cell lines. Task: Regression. Given two drug SMILES strings and cell line genomic features, predict the synergy score measuring deviation from expected non-interaction effect. Drug 1: C1=C(C(=O)NC(=O)N1)N(CCCl)CCCl. Drug 2: CC1C(C(CC(O1)OC2CC(OC(C2O)C)OC3=CC4=CC5=C(C(=O)C(C(C5)C(C(=O)C(C(C)O)O)OC)OC6CC(C(C(O6)C)O)OC7CC(C(C(O7)C)O)OC8CC(C(C(O8)C)O)(C)O)C(=C4C(=C3C)O)O)O)O. Cell line: UACC62. Synergy scores: CSS=31.1, Synergy_ZIP=9.77, Synergy_Bliss=13.9, Synergy_Loewe=15.4, Synergy_HSA=15.4.